From a dataset of NCI-60 drug combinations with 297,098 pairs across 59 cell lines. Regression. Given two drug SMILES strings and cell line genomic features, predict the synergy score measuring deviation from expected non-interaction effect. (1) Drug 1: CC(C1=C(C=CC(=C1Cl)F)Cl)OC2=C(N=CC(=C2)C3=CN(N=C3)C4CCNCC4)N. Drug 2: CC(CN1CC(=O)NC(=O)C1)N2CC(=O)NC(=O)C2. Cell line: COLO 205. Synergy scores: CSS=63.3, Synergy_ZIP=-0.708, Synergy_Bliss=-0.637, Synergy_Loewe=-1.09, Synergy_HSA=-0.726. (2) Drug 1: C1CCN(CC1)CCOC2=CC=C(C=C2)C(=O)C3=C(SC4=C3C=CC(=C4)O)C5=CC=C(C=C5)O. Drug 2: CN(CCCl)CCCl.Cl. Cell line: DU-145. Synergy scores: CSS=7.12, Synergy_ZIP=1.89, Synergy_Bliss=-1.31, Synergy_Loewe=-4.97, Synergy_HSA=-4.76. (3) Drug 1: C1=CC(=CC=C1CCC2=CNC3=C2C(=O)NC(=N3)N)C(=O)NC(CCC(=O)O)C(=O)O. Drug 2: C1=CC(=CC=C1CC(C(=O)O)N)N(CCCl)CCCl.Cl. Cell line: HOP-62. Synergy scores: CSS=40.6, Synergy_ZIP=-1.70, Synergy_Bliss=7.28, Synergy_Loewe=-18.8, Synergy_HSA=6.74.